From a dataset of Retrosynthesis with 50K atom-mapped reactions and 10 reaction types from USPTO. Predict the reactants needed to synthesize the given product. (1) The reactants are: NC1CNC1.Nc1nc(-n2cc(C(=O)O)c(=O)c3cc(F)c(F)c(Cl)c32)c(F)cc1Cl. Given the product Nc1nc(-n2cc(C(=O)O)c(=O)c3cc(F)c(N4CC(N)C4)c(Cl)c32)c(F)cc1Cl, predict the reactants needed to synthesize it. (2) The reactants are: CC(=O)N1c2cc(F)ccc2[C@@H](O)C[C@@H]1C.Oc1ccccc1. Given the product CC(=O)N1c2cc(F)ccc2[C@H](Oc2ccccc2)C[C@@H]1C, predict the reactants needed to synthesize it. (3) Given the product CCCCNc1cc(C(=O)OCCCC)cc(S(N)(=O)=O)c1Oc1ccccc1, predict the reactants needed to synthesize it. The reactants are: CCCC=O.CCCCOC(=O)c1cc(N)c(Oc2ccccc2)c(S(N)(=O)=O)c1. (4) Given the product O=C(O)c1ccc(-c2cc(-c3cnc(-c4ccccn4)nc3O)on2)cc1, predict the reactants needed to synthesize it. The reactants are: CCOC(=O)c1ccc(-c2cc(-c3cnc(-c4ccccn4)nc3O)on2)cc1. (5) Given the product CCN(CC)c1ccc(Br)cc1C(C)(C)C, predict the reactants needed to synthesize it. The reactants are: CCI.CCNc1ccc(Br)cc1C(C)(C)C. (6) Given the product CCn1ncc2nc(C(=O)OCC#N)c(-c3ccccc3)nc21, predict the reactants needed to synthesize it. The reactants are: CCn1ncc2nc(C(=O)O)c(-c3ccccc3)nc21.N#CCCl. (7) Given the product COC(=O)[C@H](c1ccccc1Cl)N1CCc2sccc2C1, predict the reactants needed to synthesize it. The reactants are: COC(=O)[C@H](c1ccccc1Cl)N1Cc2ccsc2C(O)C1. (8) Given the product C#Cc1ccc(NCCN2CCOCC2)nc1, predict the reactants needed to synthesize it. The reactants are: C[Si](C)(C)C#Cc1ccc(NCCN2CCOCC2)nc1. (9) Given the product COCCOc1cccc(Oc2ccc(Nc3ncnc4ccn(CCN)c34)cc2C)c1, predict the reactants needed to synthesize it. The reactants are: COCCOc1cccc(Oc2ccc(Nc3ncnc4ccn(CCNC(=O)OC(C)(C)C)c34)cc2C)c1.